From a dataset of NCI-60 drug combinations with 297,098 pairs across 59 cell lines. Regression. Given two drug SMILES strings and cell line genomic features, predict the synergy score measuring deviation from expected non-interaction effect. (1) Drug 1: CS(=O)(=O)CCNCC1=CC=C(O1)C2=CC3=C(C=C2)N=CN=C3NC4=CC(=C(C=C4)OCC5=CC(=CC=C5)F)Cl. Drug 2: COC1=C2C(=CC3=C1OC=C3)C=CC(=O)O2. Cell line: LOX IMVI. Synergy scores: CSS=-2.55, Synergy_ZIP=4.70, Synergy_Bliss=1.82, Synergy_Loewe=-1.57, Synergy_HSA=-4.60. (2) Drug 1: COC1=C(C=C2C(=C1)N=CN=C2NC3=CC(=C(C=C3)F)Cl)OCCCN4CCOCC4. Drug 2: CCC1(C2=C(COC1=O)C(=O)N3CC4=CC5=C(C=CC(=C5CN(C)C)O)N=C4C3=C2)O.Cl. Cell line: K-562. Synergy scores: CSS=30.4, Synergy_ZIP=-7.68, Synergy_Bliss=1.02, Synergy_Loewe=-6.96, Synergy_HSA=1.31. (3) Drug 1: C1=CC(=CC=C1C#N)C(C2=CC=C(C=C2)C#N)N3C=NC=N3. Drug 2: CC1=C2C(C(=O)C3(C(CC4C(C3C(C(C2(C)C)(CC1OC(=O)C(C(C5=CC=CC=C5)NC(=O)OC(C)(C)C)O)O)OC(=O)C6=CC=CC=C6)(CO4)OC(=O)C)O)C)O. Cell line: CAKI-1. Synergy scores: CSS=-2.02, Synergy_ZIP=1.66, Synergy_Bliss=-0.864, Synergy_Loewe=-3.31, Synergy_HSA=-4.66. (4) Drug 1: CC1C(C(=O)NC(C(=O)N2CCCC2C(=O)N(CC(=O)N(C(C(=O)O1)C(C)C)C)C)C(C)C)NC(=O)C3=C4C(=C(C=C3)C)OC5=C(C(=O)C(=C(C5=N4)C(=O)NC6C(OC(=O)C(N(C(=O)CN(C(=O)C7CCCN7C(=O)C(NC6=O)C(C)C)C)C)C(C)C)C)N)C. Drug 2: C(CN)CNCCSP(=O)(O)O. Cell line: HS 578T. Synergy scores: CSS=24.4, Synergy_ZIP=-7.66, Synergy_Bliss=-2.32, Synergy_Loewe=-34.4, Synergy_HSA=-2.76.